This data is from Catalyst prediction with 721,799 reactions and 888 catalyst types from USPTO. The task is: Predict which catalyst facilitates the given reaction. Reactant: [C:1]([C:5]1[CH:10]=[CH:9][C:8]([S:11]([NH:14][C:15]2[CH:20]=[CH:19][C:18]([Cl:21])=[CH:17][C:16]=2[N:22]2[CH:26]=[CH:25][CH:24]=[N:23]2)(=[O:13])=[O:12])=[CH:7][CH:6]=1)([CH3:4])([CH3:3])[CH3:2].[Cl:27]N1C(=O)CCC1=O.C(OOC(=O)C1C=CC=CC=1)(=O)C1C=CC=CC=1. Product: [C:1]([C:5]1[CH:10]=[CH:9][C:8]([S:11]([NH:14][C:15]2[CH:20]=[CH:19][C:18]([Cl:21])=[C:17]([Cl:27])[C:16]=2[N:22]2[CH:26]=[CH:25][CH:24]=[N:23]2)(=[O:12])=[O:13])=[CH:7][CH:6]=1)([CH3:4])([CH3:2])[CH3:3]. The catalyst class is: 53.